Dataset: Peptide-MHC class II binding affinity with 134,281 pairs from IEDB. Task: Regression. Given a peptide amino acid sequence and an MHC pseudo amino acid sequence, predict their binding affinity value. This is MHC class II binding data. (1) The peptide sequence is SGAGWSGMAEATSLD. The MHC is DRB3_0101 with pseudo-sequence DRB3_0101. The binding affinity (normalized) is 0.159. (2) The peptide sequence is LCTSQILLMRTTWAL. The MHC is DRB1_0401 with pseudo-sequence DRB1_0401. The binding affinity (normalized) is 0.579. (3) The peptide sequence is PLSVASMTSPLLTWD. The MHC is DRB1_0405 with pseudo-sequence DRB1_0405. The binding affinity (normalized) is 0.629.